This data is from Forward reaction prediction with 1.9M reactions from USPTO patents (1976-2016). The task is: Predict the product of the given reaction. (1) Given the reactants [OH:1][C:2]1[CH:3]=[C:4]2[C:9](=[CH:10][CH:11]=1)[CH:8]=[C:7]([C:12]([OH:14])=O)[CH:6]=[CH:5]2.[CH3:15][CH:16]1[CH2:21][CH2:20][NH:19][CH2:18][CH2:17]1, predict the reaction product. The product is: [OH:1][C:2]1[CH:3]=[C:4]2[C:9](=[CH:10][CH:11]=1)[CH:8]=[C:7]([C:12]([N:19]1[CH2:20][CH2:21][CH:16]([CH3:15])[CH2:17][CH2:18]1)=[O:14])[CH:6]=[CH:5]2. (2) Given the reactants [C:1]([C:3]1([N:16]2[CH2:21][CH2:20][CH:19]([OH:22])[CH2:18][CH2:17]2)[CH2:8][CH2:7][N:6]([C:9]([O:11][C:12]([CH3:15])([CH3:14])[CH3:13])=[O:10])[CH2:5][CH2:4]1)#N.C[Mg+].[Br-].C1(C)C=CC=CC=1.C1COCC1, predict the reaction product. The product is: [OH:22][CH:19]1[CH2:20][CH2:21][N:16]([C:3]2([CH3:1])[CH2:8][CH2:7][N:6]([C:9]([O:11][C:12]([CH3:15])([CH3:14])[CH3:13])=[O:10])[CH2:5][CH2:4]2)[CH2:17][CH2:18]1.